From a dataset of Forward reaction prediction with 1.9M reactions from USPTO patents (1976-2016). Predict the product of the given reaction. (1) Given the reactants [F:1][C:2]1([F:42])[C@@H:7]([O:8][C:9]2[CH:16]=[CH:15][C:14]([C:17]3[N:22]=[C:21]([NH:23][C:24]4[CH:29]=[CH:28][C:27]([N:30]5[CH2:35][CH2:34][N:33]([CH:36]6[CH2:39][O:38][CH2:37]6)[CH2:32][CH2:31]5)=[C:26]([O:40][CH3:41])[CH:25]=4)[N:20]=[CH:19][N:18]=3)=[CH:13][C:10]=2[C:11]#[N:12])[CH2:6][CH2:5][NH:4][CH2:3]1.[C:43](O)(=[O:47])[C@H:44]([CH3:46])[OH:45].C(N(CC)C(C)C)(C)C.CN(C(ON1N=NC2C=CC=NC1=2)=[N+](C)C)C.F[P-](F)(F)(F)(F)F, predict the reaction product. The product is: [F:42][C:2]1([F:1])[C@@H:7]([O:8][C:9]2[CH:16]=[CH:15][C:14]([C:17]3[N:22]=[C:21]([NH:23][C:24]4[CH:29]=[CH:28][C:27]([N:30]5[CH2:35][CH2:34][N:33]([CH:36]6[CH2:39][O:38][CH2:37]6)[CH2:32][CH2:31]5)=[C:26]([O:40][CH3:41])[CH:25]=4)[N:20]=[CH:19][N:18]=3)=[CH:13][C:10]=2[C:11]#[N:12])[CH2:6][CH2:5][N:4]([C:43](=[O:47])[C@@H:44]([OH:45])[CH3:46])[CH2:3]1. (2) Given the reactants Br[C:2]1[CH:3]=[C:4]([CH:7]=[O:8])[S:5][CH:6]=1.[CH3:9][S:10]([C:12]1[CH:17]=[CH:16][C:15](B(O)O)=[CH:14][CH:13]=1)=[O:11].C([O-])([O-])=O.[Na+].[Na+], predict the reaction product. The product is: [CH3:9][S:10]([C:12]1[CH:17]=[CH:16][C:15]([C:2]2[CH:3]=[C:4]([CH:7]=[O:8])[S:5][CH:6]=2)=[CH:14][CH:13]=1)=[O:11]. (3) Given the reactants C([O-])(C)(C)C.[K+].[CH3:7][C:8](=[N:10][OH:11])[CH3:9].[Cl:12][C:13]1[C:14]([O:22][C:23]2[CH:28]=[C:27]([F:29])[C:26]([C:30]([F:33])([F:32])[F:31])=[CH:25][C:24]=2[C:34]2[CH:39]=[CH:38][N:37]=[N:36][CH:35]=2)=[CH:15][C:16](F)=[C:17]([CH:20]=1)[C:18]#[N:19], predict the reaction product. The product is: [Cl:12][C:13]1[C:14]([O:22][C:23]2[CH:28]=[C:27]([F:29])[C:26]([C:30]([F:33])([F:31])[F:32])=[CH:25][C:24]=2[C:34]2[CH:39]=[CH:38][N:37]=[N:36][CH:35]=2)=[CH:15][C:16]([O:11][N:10]=[C:8]([CH3:9])[CH3:7])=[C:17]([CH:20]=1)[C:18]#[N:19]. (4) Given the reactants [C:1]([O-:4])(=[O:3])[CH3:2].[Na+].BrC1[CH:12]=[CH:11][C:10]([F:13])=[CH:9][N:8]=1.[C]=O.[CH2:16](O)[CH3:17], predict the reaction product. The product is: [F:13][C:10]1[CH:11]=[CH:12][C:2]([C:1]([O:4][CH2:16][CH3:17])=[O:3])=[N:8][CH:9]=1. (5) Given the reactants Br[C:2]1[CH:7]=[C:6]([CH:8]=[O:9])[C:5]([O:10][CH2:11][CH3:12])=[CH:4][C:3]=1[C:13]1[CH:18]=[CH:17][C:16]([F:19])=[CH:15][C:14]=1[F:20].[CH:21]1(B(O)O)[CH2:23][CH2:22]1.C(=O)([O-])[O-].[Na+].[Na+].O, predict the reaction product. The product is: [CH:21]1([C:2]2[CH:7]=[C:6]([CH:8]=[O:9])[C:5]([O:10][CH2:11][CH3:12])=[CH:4][C:3]=2[C:13]2[CH:18]=[CH:17][C:16]([F:19])=[CH:15][C:14]=2[F:20])[CH2:23][CH2:22]1. (6) Given the reactants [OH:1][C:2]1[CH:7]=[C:6]([OH:8])[CH:5]=[CH:4][C:3]=1[C:9](=[O:18])[CH2:10][C:11]1[CH:16]=[CH:15][C:14]([OH:17])=[CH:13][CH:12]=1.B(F)(F)F.O(CC)[CH2:24]C.CS(Cl)(=O)=O, predict the reaction product. The product is: [OH:8][C:6]1[CH:7]=[C:2]2[C:3]([C:9](=[O:18])[C:10]([C:11]3[CH:16]=[CH:15][C:14]([OH:17])=[CH:13][CH:12]=3)=[CH:24][O:1]2)=[CH:4][CH:5]=1. (7) Given the reactants [NH2:1][CH2:2][C:3]([OH:5])=[O:4].CN1CCOCC1.[N:13]1([C:29]([O:31][CH2:32][C:33]2[CH:38]=[CH:37][CH:36]=[CH:35][CH:34]=2)=[O:30])[C:17](=[O:18])[CH2:16][CH2:15][C@H:14]1[C:19]([N:21]1[CH2:28][CH2:27][CH2:26][C@H:22]1[C:23](O)=[O:24])=[O:20], predict the reaction product. The product is: [N:13]1([C:29]([O:31][CH2:32][C:33]2[CH:34]=[CH:35][CH:36]=[CH:37][CH:38]=2)=[O:30])[C:17](=[O:18])[CH2:16][CH2:15][C@H:14]1[C:19]([N:21]1[CH2:28][CH2:27][CH2:26][C@H:22]1[C:23]([NH:1][CH2:2][C:3]([OH:5])=[O:4])=[O:24])=[O:20]. (8) Given the reactants [NH2:1][C:2]1[N:10]=[C:9]([O:11][CH2:12][CH2:13][CH2:14][CH3:15])[N:8]=[C:7]2[C:3]=1[N:4]=[C:5]([O:30][CH3:31])[N:6]2[CH2:16][CH:17]1[CH2:22]CN(C(OC(C)(C)C)=O)[CH2:19][CH2:18]1.FC(F)(F)C(O)=O.C(OC1N=C2C(N=C(OC)N2)=C(N)N=1)CCC.BrC[C@@H]1CCC[N:60]([C:64]([O:66][C:67]([CH3:70])([CH3:69])[CH3:68])=[O:65])[CH2:59]1, predict the reaction product. The product is: [NH2:1][C:2]1[N:10]=[C:9]([O:11][CH2:12][CH2:13][CH2:14][CH3:15])[N:8]=[C:7]2[C:3]=1[N:4]=[C:5]([O:30][CH3:31])[N:6]2[CH2:16][C@@H:17]1[CH2:18][CH2:19][CH2:59][N:60]([C:64]([O:66][C:67]([CH3:70])([CH3:69])[CH3:68])=[O:65])[CH2:22]1.